Dataset: Catalyst prediction with 721,799 reactions and 888 catalyst types from USPTO. Task: Predict which catalyst facilitates the given reaction. (1) Reactant: [Br:1][C:2]1[CH:3]=[C:4]2[C:8](=[CH:9][CH:10]=1)[N:7]([CH3:11])[N:6]=[C:5]2[C:12]#[C:13][CH2:14][O:15][CH3:16]. Product: [Br:1][C:2]1[CH:3]=[C:4]2[C:8](=[CH:9][CH:10]=1)[N:7]([CH3:11])[N:6]=[C:5]2[CH2:12][CH2:13][CH2:14][O:15][CH3:16]. The catalyst class is: 19. (2) Reactant: C([O:8][C:9]1[CH:16]=[CH:15][CH:14]=[C:13]([O:17]CC2C=CC=CC=2)[C:10]=1[CH:11]=[O:12])C1C=CC=CC=1.B(Br)(Br)Br.O. Product: [OH:8][C:9]1[CH:16]=[CH:15][CH:14]=[C:13]([OH:17])[C:10]=1[CH:11]=[O:12]. The catalyst class is: 2.